This data is from Catalyst prediction with 721,799 reactions and 888 catalyst types from USPTO. The task is: Predict which catalyst facilitates the given reaction. (1) Reactant: CN(C=O)C.[Cl:6][C:7]1[CH:8]=[C:9]([CH:13]=[C:14]([F:17])[C:15]=1[F:16])[C:10]([OH:12])=[O:11].[CH2:18](Br)[C:19]#[CH:20].C(=O)([O-])[O-].[K+].[K+]. Product: [Cl:6][C:7]1[CH:8]=[C:9]([CH:13]=[C:14]([F:17])[C:15]=1[F:16])[C:10]([O:12][CH2:20][C:19]#[CH:18])=[O:11]. The catalyst class is: 13. (2) Reactant: [H-].[Na+].[CH2:3]([OH:7])[C:4]#[C:5][CH3:6].[Cl:8][C:9]1[C:10](F)=[N:11][C:12]([F:23])=[N:13][C:14]=1[N:15]1[CH2:20][CH:19]([CH3:21])[CH2:18][CH:17]([CH3:22])[CH2:16]1.[Cl-].[NH4+]. Product: [Cl:8][C:9]1[C:10]([O:7][CH2:3][C:4]#[C:5][CH3:6])=[N:11][C:12]([F:23])=[N:13][C:14]=1[N:15]1[CH2:20][CH:19]([CH3:21])[CH2:18][CH:17]([CH3:22])[CH2:16]1. The catalyst class is: 7. (3) Product: [CH3:34][O:33][C:31]([C:17]1[S:16][C:11]2[N:10]([C:9](=[O:19])[N:8]([CH2:1][C:2]3[CH:3]=[CH:4][CH:5]=[CH:6][CH:7]=3)[C:13](=[O:14])[C:12]=2[CH3:15])[CH:18]=1)=[O:32]. Reactant: [CH2:1]([N:8]1[C:13](=[O:14])[C:12]([CH3:15])=[C:11]2[S:16][CH:17]=[CH:18][N:10]2[C:9]1=[O:19])[C:2]1[CH:7]=[CH:6][CH:5]=[CH:4][CH:3]=1.C[Si](C)(C)N[Si](C)(C)C.[Li].Cl[C:31]([O:33][CH3:34])=[O:32].[NH4+].[Cl-]. The catalyst class is: 7. (4) Reactant: [O:1]([C:8]1[N:13]=[CH:12][C:11]([CH2:14]O)=[CH:10][CH:9]=1)[C:2]1[CH:7]=[CH:6][CH:5]=[CH:4][CH:3]=1.S(Cl)([Cl:18])=O.C(=O)(O)[O-].[Na+]. Product: [Cl:18][CH2:14][C:11]1[CH:10]=[CH:9][C:8]([O:1][C:2]2[CH:7]=[CH:6][CH:5]=[CH:4][CH:3]=2)=[N:13][CH:12]=1. The catalyst class is: 4. (5) Reactant: [CH3:1][O:2][C:3]([C@@H:5]1[CH2:11][C@@H:10](I)[C@@H:9]2[CH2:13][C@H:6]1[C:7](=[O:14])[O:8]2)=[O:4].C[Si]([SiH]([Si](C)(C)C)[Si](C)(C)C)(C)C.N(C1(C#N)CCCCC1)=NC1(C#N)CCCCC1. Product: [CH3:1][O:2][C:3]([C@@H:5]1[CH2:11][CH2:10][C@@H:9]2[CH2:13][C@H:6]1[C:7](=[O:14])[O:8]2)=[O:4]. The catalyst class is: 11. (6) Reactant: [N:1]12[CH2:7][C@H:4]([CH2:5][CH2:6]1)[C@H:3]([OH:8])[CH2:2]2.[H-].[Na+].[N:11]([C:14]([C:17]1[CH:22]=[CH:21][CH:20]=[C:19]([C:23]([CH3:25])=[CH2:24])[CH:18]=1)([CH3:16])[CH3:15])=[C:12]=[O:13]. Product: [N:1]12[CH2:7][C@H:4]([CH2:5][CH2:6]1)[C@H:3]([O:8][C:12](=[O:13])[NH:11][C:14]([C:17]1[CH:22]=[CH:21][CH:20]=[C:19]([C:23]([CH3:25])=[CH2:24])[CH:18]=1)([CH3:16])[CH3:15])[CH2:2]2. The catalyst class is: 1. (7) Reactant: P(Cl)(Cl)(Cl)=O.[Br:6][C:7]1[N:8]([C:17]2[C:26]3[C:21](=[CH:22][CH:23]=[CH:24][CH:25]=3)[C:20]([CH:27]3[CH2:29][CH2:28]3)=[CH:19][CH:18]=2)[C:9]([S:12][CH2:13][C:14]([OH:16])=[O:15])=[N:10][N:11]=1.[C:30]([O:49][CH2:50][CH:51]([CH2:53]O)[OH:52])(=[O:48])[CH2:31][CH2:32][CH2:33][CH2:34][CH2:35][CH2:36][CH2:37]/[CH:38]=[CH:39]\[CH2:40][CH2:41][CH2:42][CH2:43][CH2:44][CH2:45][CH2:46][CH3:47]. Product: [C:30]([O:49][CH2:50][CH:51]([OH:52])[CH2:53][O:15][C:14](=[O:16])[CH2:13][S:12][C:9]1[N:8]([C:17]2[C:26]3[C:21](=[CH:22][CH:23]=[CH:24][CH:25]=3)[C:20]([CH:27]3[CH2:29][CH2:28]3)=[CH:19][CH:18]=2)[C:7]([Br:6])=[N:11][N:10]=1)(=[O:48])[CH2:31][CH2:32][CH2:33][CH2:34][CH2:35][CH2:36][CH2:37]/[CH:38]=[CH:39]\[CH2:40][CH2:41][CH2:42][CH2:43][CH2:44][CH2:45][CH2:46][CH3:47]. The catalyst class is: 17. (8) Product: [ClH:1].[NH2:15][C@@H:16]([CH2:49][C:50]1[CH:51]=[CH:52][CH:53]=[CH:54][CH:55]=1)[C:17]([NH:19][CH2:20][C:21](=[C:23]1[CH2:28][CH2:27][CH2:26][N:25]([C:29]2[C:38]([O:39][CH3:40])=[C:37]3[C:32]([C:33](=[O:47])[C:34]([C:44]([OH:46])=[O:45])=[CH:35][N:36]3[CH:41]3[CH2:42][CH2:43]3)=[CH:31][C:30]=2[F:48])[CH2:24]1)[F:22])=[O:18]. Reactant: [ClH:1].O1CCOCC1.C(OC([NH:15][C@@H:16]([CH2:49][C:50]1[CH:55]=[CH:54][CH:53]=[CH:52][CH:51]=1)[C:17]([NH:19][CH2:20][C:21](=[C:23]1[CH2:28][CH2:27][CH2:26][N:25]([C:29]2[C:38]([O:39][CH3:40])=[C:37]3[C:32]([C:33](=[O:47])[C:34]([C:44]([OH:46])=[O:45])=[CH:35][N:36]3[CH:41]3[CH2:43][CH2:42]3)=[CH:31][C:30]=2[F:48])[CH2:24]1)[F:22])=[O:18])=O)(C)(C)C. The catalyst class is: 2. (9) Reactant: S(Cl)(Cl)=O.[C:5]([CH2:7][CH2:8][CH2:9][N:10]([S:22]([C:25]1[CH:30]=[CH:29][C:28]([CH3:31])=[CH:27][CH:26]=1)(=[O:24])=[O:23])[C:11]1[CH:20]=[CH:19][C:18]([F:21])=[CH:17][C:12]=1[C:13]([O:15]C)=O)#[N:6].CC(C)([O-])C.[K+].Cl. Product: [F:21][C:18]1[CH:19]=[CH:20][C:11]2[N:10]([S:22]([C:25]3[CH:30]=[CH:29][C:28]([CH3:31])=[CH:27][CH:26]=3)(=[O:23])=[O:24])[CH2:9][CH2:8][CH:7]([C:5]#[N:6])[C:13](=[O:15])[C:12]=2[CH:17]=1. The catalyst class is: 145.